Dataset: Tyrosyl-DNA phosphodiesterase HTS with 341,365 compounds. Task: Binary Classification. Given a drug SMILES string, predict its activity (active/inactive) in a high-throughput screening assay against a specified biological target. (1) The result is 0 (inactive). The compound is Clc1cc(c(OC)cc1)C(OCC(=O)Nc1cccnc1Cl)=O. (2) The result is 0 (inactive). The compound is S(c1[nH]c2c(n1)cccc2)CC(=O)Nc1sc(nn1)C. (3) The compound is Clc1cc2c(=O)n3c(nc2cc1)C(NC(=O)c1c3cccc1)Cc1ccc(O)cc1. The result is 0 (inactive). (4) The drug is O=c1n(n(c(c1Nc1n2c(nc3c2cccc3)c(c(c1)C)C#N)C)C)c1ccccc1. The result is 0 (inactive).